This data is from Forward reaction prediction with 1.9M reactions from USPTO patents (1976-2016). The task is: Predict the product of the given reaction. (1) Given the reactants Br[C:2]1[CH:7]=[CH:6][C:5]([NH:8][C:9]2[S:10][C:11]3[CH2:17][CH2:16][CH2:15][CH:14]([C:18]4[CH:23]=[CH:22][CH:21]=[CH:20][CH:19]=4)[C:12]=3[N:13]=2)=[CH:4][C:3]=1[O:24][CH3:25].[C:26]([OH:32])([C:28]([F:31])([F:30])[F:29])=[O:27].[CH3:33][C:34]1[CH:39]=[C:38](B(O)O)[CH:37]=[CH:36][N:35]=1.C([O-])([O-])=O.[Cs+].[Cs+], predict the reaction product. The product is: [F:29][C:28]([F:31])([F:30])[C:26]([OH:32])=[O:27].[CH3:25][O:24][C:3]1[CH:4]=[C:5]([NH:8][C:9]2[S:10][C:11]3[CH2:17][CH2:16][CH2:15][CH:14]([C:18]4[CH:23]=[CH:22][CH:21]=[CH:20][CH:19]=4)[C:12]=3[N:13]=2)[CH:6]=[CH:7][C:2]=1[C:38]1[CH:37]=[CH:36][N:35]=[C:34]([CH3:33])[CH:39]=1. (2) Given the reactants [CH3:1][O:2][C:3]1[CH:8]=[CH:7][C:6]([NH:9][C:10](=[O:16])[O:11][C:12]([CH3:15])([CH3:14])[CH3:13])=[C:5]([CH3:17])[CH:4]=1.[CH:18]([Li])(CC)[CH3:19].O.Cl.[O:25]1[CH2:29][CH2:28][CH2:27][CH2:26]1, predict the reaction product. The product is: [C:12]([O:11][C:10](=[O:16])[NH:9][C:6]1[CH:7]=[CH:8][C:3]([O:2][CH3:1])=[CH:4][C:5]=1[CH2:17][CH:29]([CH:28]1[CH2:19][CH2:18][CH2:26][CH2:27]1)[OH:25])([CH3:13])([CH3:14])[CH3:15]. (3) Given the reactants [CH2:1]([NH:8][CH2:9][CH2:10][CH2:11][O:12][Si:13]([C:16]([CH3:19])([CH3:18])[CH3:17])([CH3:15])[CH3:14])[C:2]1[CH:7]=[CH:6][CH:5]=[CH:4][CH:3]=1.[Br:20][C:21]1[C:26](=[O:27])[NH:25][C:24]([C:28](O)=[O:29])=[C:23]([CH3:31])[CH:22]=1.CN(C(ON1N=NC2C=CC=CC1=2)=[N+](C)C)C.F[P-](F)(F)(F)(F)F.C(N(CC)C(C)C)(C)C, predict the reaction product. The product is: [CH2:1]([N:8]([CH2:9][CH2:10][CH2:11][O:12][Si:13]([C:16]([CH3:19])([CH3:18])[CH3:17])([CH3:15])[CH3:14])[C:28]([C:24]1[NH:25][C:26](=[O:27])[C:21]([Br:20])=[CH:22][C:23]=1[CH3:31])=[O:29])[C:2]1[CH:7]=[CH:6][CH:5]=[CH:4][CH:3]=1.